This data is from Forward reaction prediction with 1.9M reactions from USPTO patents (1976-2016). The task is: Predict the product of the given reaction. (1) Given the reactants [O:1]=[C:2]([C:9]1[CH:14]=[C:13]([F:15])[C:12]([F:16])=[C:11]([O:17][C:18]([Cl:21])([F:20])[F:19])[C:10]=1[F:22])[CH2:3][C:4]([O:6][CH2:7][CH3:8])=[O:5].[C:23]([O:26][C:27](=O)C)(=O)[CH3:24].C(OCC)(OCC)OCC, predict the reaction product. The product is: [CH2:7]([O:6][C:4](=[O:5])[C:3]([C:2](=[O:1])[C:9]1[CH:14]=[C:13]([F:15])[C:12]([F:16])=[C:11]([O:17][C:18]([Cl:21])([F:20])[F:19])[C:10]=1[F:22])=[CH:27][O:26][CH2:23][CH3:24])[CH3:8]. (2) Given the reactants [N:1]([O-])=O.[Na+].[C:5]1([C:11]#[C:12][C:13]2[C:14]([C:19]([F:22])([F:21])[F:20])=[N:15][NH:16][C:17]=2[NH2:18])[CH:10]=[CH:9][CH:8]=[CH:7][CH:6]=1.[ClH:23], predict the reaction product. The product is: [Cl:23][C:12]1[C:11]([C:5]2[CH:10]=[CH:9][CH:8]=[CH:7][CH:6]=2)=[N:1][N:18]=[C:17]2[NH:16][N:15]=[C:14]([C:19]([F:21])([F:22])[F:20])[C:13]=12. (3) Given the reactants [F:1][C:2]([F:18])([C:14]([F:17])([F:16])[F:15])[CH2:3][O:4][C:5]1[N:10]=[CH:9][C:8]([C:11](=O)[CH3:12])=[CH:7][CH:6]=1.[CH3:19][C:20]([S@:23]([NH2:25])=[O:24])([CH3:22])[CH3:21], predict the reaction product. The product is: [CH3:19][C:20]([S@:23]([NH:25][CH:11]([C:8]1[CH:9]=[N:10][C:5]([O:4][CH2:3][C:2]([F:18])([F:1])[C:14]([F:17])([F:16])[F:15])=[CH:6][CH:7]=1)[CH3:12])=[O:24])([CH3:22])[CH3:21]. (4) Given the reactants [O:1]=[C:2]1[C:7]([CH2:8][C:9]2[CH:14]=[CH:13][C:12]([C:15]3[C:16]([C:21]#[N:22])=[CH:17][CH:18]=[CH:19][CH:20]=3)=[CH:11][CH:10]=2)=[C:6]([CH2:23][CH2:24][CH3:25])[N:5]2[N:26]=[CH:27][N:28]=[C:4]2[N:3]1[C@H:29]1[CH2:34][CH2:33][C@H:32]([O:35][CH2:36][CH:37]=[O:38])[CH2:31][CH2:30]1.[CH3:39][Mg]Br.O1CCCC1, predict the reaction product. The product is: [OH:38][CH:37]([CH3:39])[CH2:36][O:35][C@H:32]1[CH2:31][CH2:30][C@H:29]([N:3]2[C:2](=[O:1])[C:7]([CH2:8][C:9]3[CH:14]=[CH:13][C:12]([C:15]4[C:16]([C:21]#[N:22])=[CH:17][CH:18]=[CH:19][CH:20]=4)=[CH:11][CH:10]=3)=[C:6]([CH2:23][CH2:24][CH3:25])[N:5]3[N:26]=[CH:27][N:28]=[C:4]23)[CH2:34][CH2:33]1.